From a dataset of Reaction yield outcomes from USPTO patents with 853,638 reactions. Predict the reaction yield, written as a fraction of the theoretical maximum amount of product (1.0 means a 100% yield; for example, 0.34 means a 34% yield). (1) The reactants are [F:1][C:2]1[CH:3]=[CH:4][CH:5]=[C:6]2[C:11]=1[N:10]=[CH:9][CH:8]=[CH:7]2.[Cl:12][S:13](O)(=[O:15])=[O:14]. No catalyst specified. The product is [F:1][C:2]1[C:11]2[N:10]=[CH:9][CH:8]=[CH:7][C:6]=2[C:5]([S:13]([Cl:12])(=[O:15])=[O:14])=[CH:4][CH:3]=1. The yield is 0.700. (2) The reactants are [Cl:1][C:2]1[CH:7]=[CH:6][C:5]([C:8]2([OH:32])[C:13]3([CH2:15][CH2:14]3)[CH2:12][N:11]([C:16](=[O:31])[C@H:17]([NH:21]C(=O)OCC[Si](C)(C)C)[CH:18]([CH3:20])[CH3:19])[CH2:10][CH2:9]2)=[CH:4][CH:3]=1.CCCC[N+](CCCC)(CCCC)CCCC.[F-]. The catalyst is C1COCC1. The product is [NH2:21][C@H:17]([CH:18]([CH3:20])[CH3:19])[C:16]([N:11]1[CH2:10][CH2:9][C:8]([C:5]2[CH:4]=[CH:3][C:2]([Cl:1])=[CH:7][CH:6]=2)([OH:32])[C:13]2([CH2:15][CH2:14]2)[CH2:12]1)=[O:31]. The yield is 0.800. (3) The catalyst is C1C=CC([P]([Pd]([P](C2C=CC=CC=2)(C2C=CC=CC=2)C2C=CC=CC=2)([P](C2C=CC=CC=2)(C2C=CC=CC=2)C2C=CC=CC=2)[P](C2C=CC=CC=2)(C2C=CC=CC=2)C2C=CC=CC=2)(C2C=CC=CC=2)C2C=CC=CC=2)=CC=1. The reactants are Cl[C:2]1[CH:3]=[C:4]([CH:18]=[C:19]([NH:21][CH:22]([CH3:24])[CH3:23])[N:20]=1)[C:5]([NH:7][CH2:8][C:9]1[C:10](=[O:17])[NH:11][C:12]([CH3:16])=[CH:13][C:14]=1[CH3:15])=[O:6].B(O)O.[C:28]([O-:31])([O-])=O.[Na+].[Na+].O1[CH2:39][CH2:38]OCC1.O. The product is [CH3:15][C:14]1[CH:13]=[C:12]([CH3:16])[NH:11][C:10](=[O:17])[C:9]=1[CH2:8][NH:7][C:5](=[O:6])[C:4]1[CH:18]=[C:19]([NH:21][CH:22]([CH3:24])[CH3:23])[N:20]=[C:2]([C:39]2[CH:38]=[CH:5][C:4]([CH:28]=[O:31])=[CH:3][CH:2]=2)[CH:3]=1. The yield is 0.857. (4) The reactants are [C:1]1([C:17]2[CH:22]=[CH:21][CH:20]=[CH:19][CH:18]=2)[CH:6]=[CH:5][C:4]([CH:7]([CH2:11][CH:12]2[CH2:16][CH2:15][CH2:14][CH2:13]2)[C:8](O)=[O:9])=[CH:3][CH:2]=1.C(N(CC)CC)C.CC(C)(C)C(Cl)=O.[CH:37]([C@H:40]1[CH2:44][O:43][C:42](=[O:45])[NH:41]1)([CH3:39])[CH3:38].C([Li])CCC.C([O-])(=O)C(C)(C)C. The product is [C:1]1([C:17]2[CH:18]=[CH:19][CH:20]=[CH:21][CH:22]=2)[CH:2]=[CH:3][C:4]([C@H:7]([CH2:11][CH:12]2[CH2:13][CH2:14][CH2:15][CH2:16]2)[C:8]([N:41]2[C@@H:40]([CH:37]([CH3:39])[CH3:38])[CH2:44][O:43][C:42]2=[O:45])=[O:9])=[CH:5][CH:6]=1. The catalyst is O1CCCC1. The yield is 0.920. (5) The reactants are [F:1][C:2]([F:35])([F:34])[C:3]1[CH:4]=[C:5]([CH:27]=[C:28]([C:30]([F:33])([F:32])[F:31])[CH:29]=1)[CH2:6][N:7]([CH2:14][C:15]1[CH:22]=[C:21]([C:23]([F:26])([F:25])[F:24])[CH:20]=[CH:19][C:16]=1[C:17]#[N:18])[C:8]1[N:9]=[N:10][N:11]([CH3:13])[N:12]=1.[CH2:36]([Mg]Br)[CH3:37].[BH4-].[Na+].C(O)(=O)CC(CC(O)=O)(C(O)=O)O. The catalyst is C1(C)C=CC=CC=1.CCOCC. The product is [NH2:18][CH:17]([C:16]1[CH:19]=[CH:20][C:21]([C:23]([F:26])([F:25])[F:24])=[CH:22][C:15]=1[CH2:14][N:7]([CH2:6][C:5]1[CH:4]=[C:3]([C:2]([F:1])([F:34])[F:35])[CH:29]=[C:28]([C:30]([F:31])([F:32])[F:33])[CH:27]=1)[C:8]1[N:9]=[N:10][N:11]([CH3:13])[N:12]=1)[CH2:36][CH3:37]. The yield is 0.870. (6) The yield is 0.950. No catalyst specified. The product is [ClH:23].[Br:21][C:16]1[CH:17]=[CH:18][CH:19]=[CH:20][C:15]=1[C:14]([N:11]1[CH2:10][CH2:9][NH:8][CH2:13][CH2:12]1)=[O:22]. The reactants are C(OC([N:8]1[CH2:13][CH2:12][N:11]([C:14](=[O:22])[C:15]2[CH:20]=[CH:19][CH:18]=[CH:17][C:16]=2[Br:21])[CH2:10][CH2:9]1)=O)(C)(C)C.[ClH:23]. (7) The reactants are [C:1]([CH2:3][CH:4]1[CH2:9][CH2:8][N:7]([C:10]2[CH:15]=[CH:14][C:13]([N:16]3[CH2:20][C@H:19]([CH2:21][NH:22][C:23](=[O:25])[CH3:24])[O:18][C:17]3=[O:26])=[CH:12][C:11]=2[F:27])[CH2:6][CH2:5]1)#[N:2].N[NH:29][C:30]([NH2:32])=[S:31]. The catalyst is CS(O)(=O)=O. The product is [NH2:32][C:30]1[S:31][C:1]([CH2:3][CH:4]2[CH2:5][CH2:6][N:7]([C:10]3[CH:15]=[CH:14][C:13]([N:16]4[CH2:20][C@H:19]([CH2:21][NH:22][C:23](=[O:25])[CH3:24])[O:18][C:17]4=[O:26])=[CH:12][C:11]=3[F:27])[CH2:8][CH2:9]2)=[N:2][N:29]=1. The yield is 0.450. (8) The reactants are [CH3:1][O:2][C:3](=[O:14])[C:4]1[CH:9]=[CH:8][C:7]([C:10](=O)[CH2:11]Br)=[CH:6][CH:5]=1.[NH2:15][C:16]([NH2:18])=[S:17].C(O)(C)C.C(=O)([O-])[O-].[Na+].[Na+]. The catalyst is O. The product is [CH3:1][O:2][C:3](=[O:14])[C:4]1[CH:9]=[CH:8][C:7]([C:10]2[N:15]=[C:16]([NH2:18])[S:17][CH:11]=2)=[CH:6][CH:5]=1. The yield is 0.550. (9) The reactants are [CH2:1]=[C:2]1[CH2:7][CH2:6][N:5]([C:8]([O:10][C:11]([CH3:14])([CH3:13])[CH3:12])=[O:9])[CH2:4][CH2:3]1.B1C2CCCC1CCC2.Cl[C:25]1[CH:26]=[C:27]([C:40]2[N:45]=[C:44]([CH3:46])[N:43]=[C:42]([N:47]([CH2:57][C:58]3[CH:63]=[CH:62][C:61]([O:64][CH3:65])=[CH:60][CH:59]=3)[CH2:48][C:49]3[CH:54]=[CH:53][C:52]([O:55][CH3:56])=[CH:51][CH:50]=3)[N:41]=2)[C:28]([NH:31][C:32]2[CH:33]=[N:34][C:35]([O:38][CH3:39])=[CH:36][CH:37]=2)=[N:29][CH:30]=1.C1(P(C2CCCCC2)C2C=CC=CC=2C2C(C(C)C)=CC(C(C)C)=CC=2C(C)C)CCCCC1.C([O-])([O-])=O.[Na+].[Na+]. The catalyst is O1CCOCC1.O.C1C=CC(/C=C/C(/C=C/C2C=CC=CC=2)=O)=CC=1.C1C=CC(/C=C/C(/C=C/C2C=CC=CC=2)=O)=CC=1.C1C=CC(/C=C/C(/C=C/C2C=CC=CC=2)=O)=CC=1.[Pd].[Pd]. The product is [CH3:56][O:55][C:52]1[CH:51]=[CH:50][C:49]([CH2:48][N:47]([CH2:57][C:58]2[CH:59]=[CH:60][C:61]([O:64][CH3:65])=[CH:62][CH:63]=2)[C:42]2[N:43]=[C:44]([CH3:46])[N:45]=[C:40]([C:27]3[CH:26]=[C:25]([CH2:1][CH:2]4[CH2:7][CH2:6][N:5]([C:8]([O:10][C:11]([CH3:14])([CH3:13])[CH3:12])=[O:9])[CH2:4][CH2:3]4)[CH:30]=[N:29][C:28]=3[NH:31][C:32]3[CH:33]=[N:34][C:35]([O:38][CH3:39])=[CH:36][CH:37]=3)[N:41]=2)=[CH:54][CH:53]=1. The yield is 0.709. (10) The yield is 0.420. The reactants are [C:1]([O:5][C:6]([N:8]1[C:16]2[C:11](=[CH:12][C:13]([OH:17])=[CH:14][CH:15]=2)[CH:10]=[C:9]1[C:18]1[C:19]2[S:32][CH:31]=[CH:30][C:20]=2[N:21]([C:23]([O:25][C:26]([CH3:29])([CH3:28])[CH3:27])=[O:24])[N:22]=1)=[O:7])([CH3:4])([CH3:3])[CH3:2].C(=O)([O-])[O-].[Cs+].[Cs+].[Br:39][CH2:40][CH2:41][CH2:42]Br. No catalyst specified. The product is [C:1]([O:5][C:6]([N:8]1[C:16]2[C:11](=[CH:12][C:13]([O:17][CH2:42][CH2:41][CH2:40][Br:39])=[CH:14][CH:15]=2)[CH:10]=[C:9]1[C:18]1[C:19]2[S:32][CH:31]=[CH:30][C:20]=2[N:21]([C:23]([O:25][C:26]([CH3:29])([CH3:28])[CH3:27])=[O:24])[N:22]=1)=[O:7])([CH3:4])([CH3:2])[CH3:3].